Dataset: Antibody paratope prediction from SAbDab with 1,023 antibody chains. Task: Token-level Classification. Given an antibody amino acid sequence, predict which amino acid positions are active in antigen binding. Output is a list of indices for active paratope positions. (1) Given the antibody sequence: QVQLQQPGAELVKPGASVKLSCKASGFTFTNYWMHWVKQRPGQGLEWIGEILPSNGRTNYNEKFKTKATLTVDKSSNTAYMQLSSLTSEDSAVYYCARSPSDYWGQGTTLTVSS, which amino acid positions are active in antigen binding (paratope)? The paratope positions are: [52, 83, 84, 85]. (2) Given the antibody sequence: QLVLTQSPSASASLGASVRLTCTLSSGHSSYVIAWHQQQSEKGPRYLMKVNSDGSHSKGDGIPDRFSGSSSGAERYLTISSLQSEDEADYYCQTWGAGILVFGGGTKLTVL, which amino acid positions are active in antigen binding (paratope)? The paratope positions are: [29, 54, 55, 56, 57]. (3) Given the antibody sequence: DIVMTQSPSSLTVTAGEKVTMSCKSSQSLLNSGNQKNYLTWYQQKPGQPPKLLIYWASTRESGVPDRFTGSGSGTDFTLTISSVQAEDLAVYYCQNDYSYPLTFGAGTKLE, which amino acid positions are active in antigen binding (paratope)? The paratope positions are: [30, 31, 32, 33, 34, 35]. (4) Given the antibody sequence: QVQLVQSGAEVKKPGASVRVSCRASGYIFTESGITWVRQAPGQGLEWMGWISGYSGDTKYAQKLQGRVTMTKDTSTTTAYMELRSLRYDDTAVYYCARDVQYSGSYLGAYYFDYWSPGTLVTVSS, which amino acid positions are active in antigen binding (paratope)? The paratope positions are: [52, 83, 84, 85, 104, 105, 106, 107, 108, 109, 110, 111]. (5) Given the antibody sequence: DIQMTQSPSSLSASVGDRVTITCRASQSVSSAVAWYQQKPGKAPKLLIYSASSLYSGVPSRFSGSRSGTDFTLTISSLQPEDFATYYCQQYYYGYPITFGQGTKVEIK, which amino acid positions are active in antigen binding (paratope)? The paratope positions are: [95].